Dataset: Full USPTO retrosynthesis dataset with 1.9M reactions from patents (1976-2016). Task: Predict the reactants needed to synthesize the given product. (1) Given the product [F:24][C:3]([F:2])([F:23])[C:4]1[CH:22]=[CH:21][CH:20]=[CH:19][C:5]=1[CH:6]([O:14][CH:15]1[CH2:18][N:17]([C:32]([NH:31][CH:25]2[CH2:30][CH2:29][CH2:28][CH2:27][CH2:26]2)=[O:33])[CH2:16]1)[C:7]1[CH:12]=[CH:11][C:10]([Cl:13])=[CH:9][CH:8]=1, predict the reactants needed to synthesize it. The reactants are: Cl.[F:2][C:3]([F:24])([F:23])[C:4]1[CH:22]=[CH:21][CH:20]=[CH:19][C:5]=1[CH:6]([O:14][CH:15]1[CH2:18][NH:17][CH2:16]1)[C:7]1[CH:12]=[CH:11][C:10]([Cl:13])=[CH:9][CH:8]=1.[CH:25]1([N:31]=[C:32]=[O:33])[CH2:30][CH2:29][CH2:28][CH2:27][CH2:26]1. (2) Given the product [F:32][C:33]1([F:43])[CH2:38][CH2:37][N:36]([C:39](=[O:27])[CH2:40][N:8]2[C:9](=[O:11])[C:10]3[C:2]([CH3:1])=[C:3]([C:12]([N:14]4[CH2:19][CH2:18][N:17]([C:20]5[CH:25]=[CH:24][CH:23]=[CH:22][CH:21]=5)[CH2:16][CH2:15]4)=[O:13])[S:4][C:5]=3[N:6]=[CH:7]2)[CH2:35][CH2:34]1, predict the reactants needed to synthesize it. The reactants are: [CH3:1][C:2]1[C:10]2[C:9](=[O:11])[NH:8][CH:7]=[N:6][C:5]=2[S:4][C:3]=1[C:12]([N:14]1[CH2:19][CH2:18][N:17]([C:20]2[CH:25]=[CH:24][CH:23]=[CH:22][CH:21]=2)[CH2:16][CH2:15]1)=[O:13].C([O-])([O-])=[O:27].[K+].[K+].[F:32][C:33]1([F:43])[CH2:38][CH2:37][N:36]([CH2:39][C:40](Cl)=O)[CH2:35][CH2:34]1.